The task is: Predict the reactants needed to synthesize the given product.. This data is from Full USPTO retrosynthesis dataset with 1.9M reactions from patents (1976-2016). (1) Given the product [CH:8]1[C:9]2[NH:10][C:11]3[C:16](=[CH:15][CH:14]=[CH:13][CH:12]=3)[C:17]=2[C:5]([O:4][CH2:3][CH:2]([OH:1])[CH2:18][NH:20][CH3:19])=[CH:6][CH:7]=1, predict the reactants needed to synthesize it. The reactants are: [O:1]1[CH2:18][CH:2]1[CH2:3][O:4][C:5]1[C:17]2[C:16]3[C:11](=[CH:12][CH:13]=[CH:14][CH:15]=3)[NH:10][C:9]=2[CH:8]=[CH:7][CH:6]=1.[CH3:19][NH2:20].[NH4+].[Cl-]. (2) Given the product [F:15][C:9]([F:16])([C:2]1[CH:7]=[CH:6][CH:5]=[CH:4][N:3]=1)[C:10]([O:12][CH2:13][CH3:14])=[O:11], predict the reactants needed to synthesize it. The reactants are: Br[C:2]1[CH:7]=[CH:6][CH:5]=[CH:4][N:3]=1.Br[C:9]([F:16])([F:15])[C:10]([O:12][CH2:13][CH3:14])=[O:11].O. (3) Given the product [O:15]=[C:13]1[NH:1][CH2:2][CH2:3][N:4]([S:61]([C:58]2[CH:59]=[CH:60][C:55]([CH3:65])=[CH:56][CH:57]=2)(=[O:63])=[O:62])[CH:5]([CH2:6][C:7]([O:9][CH2:10][CH3:11])=[O:8])[CH2:12]1, predict the reactants needed to synthesize it. The reactants are: [NH2:1][CH2:2][CH2:3][NH:4][CH:5]([CH2:12][C:13]([O:15]CC)=O)[CH2:6][C:7]([O:9][CH2:10][CH3:11])=[O:8].[Sn](OS(C(F)(F)F)(=O)=O)(CCCC)(CCCC)CCCC.C(N(CC)CC)C.CN(C1C=CC=CN=1)C.[C:55]1([CH3:65])[CH:60]=[CH:59][C:58]([S:61](Cl)(=[O:63])=[O:62])=[CH:57][CH:56]=1. (4) Given the product [CH2:40]([N:42]([CH2:43][C:44]1[CH:49]=[CH:48][C:47]([O:50][CH2:51][CH2:52][N:53]2[CH2:57][CH2:56][CH2:55][CH2:54]2)=[CH:46][CH:45]=1)[C:58]1[CH:63]=[CH:62][CH:61]=[CH:60][C:59]=1[CH:64]1[CH2:73][CH2:72][C:71]2[CH:70]=[C:69]([OH:74])[CH:68]=[CH:67][C:66]=2[CH2:65]1)[CH3:41], predict the reactants needed to synthesize it. The reactants are: C(NC1C=CC=CC=1C1CCC2C(=CC=C(OC)C=2)C1)C.Cl.N1(CCOC2C=CC(C(O)=O)=CC=2)CCCC1.[CH2:40]([N:42]([C:58]1[CH:63]=[CH:62][CH:61]=[CH:60][C:59]=1[CH:64]1[CH2:73][CH2:72][C:71]2[C:66](=[CH:67][CH:68]=[C:69]([O:74]C)[CH:70]=2)[CH2:65]1)[CH2:43][C:44]1[CH:49]=[CH:48][C:47]([O:50][CH2:51][CH2:52][N:53]2[CH2:57][CH2:56][CH2:55][CH2:54]2)=[CH:46][CH:45]=1)[CH3:41].